This data is from Forward reaction prediction with 1.9M reactions from USPTO patents (1976-2016). The task is: Predict the product of the given reaction. (1) Given the reactants [C:1]([C:3]1[CH:8]=[CH:7][CH:6]=[CH:5][C:4]=1[N:9]([CH3:14])[S:10]([CH3:13])(=[O:12])=[O:11])#[N:2].N, predict the reaction product. The product is: [NH2:2][CH2:1][C:3]1[CH:8]=[CH:7][CH:6]=[CH:5][C:4]=1[N:9]([CH3:14])[S:10]([CH3:13])(=[O:12])=[O:11]. (2) Given the reactants [NH2:1][C:2]1[CH:7]=[CH:6][C:5]([CH2:8][C:9]#[N:10])=[CH:4][CH:3]=1.[S-:11][C:12]#[N:13].[K+].BrBr, predict the reaction product. The product is: [NH2:13][C:12]1[S:11][C:3]2[CH:4]=[C:5]([CH2:8][C:9]#[N:10])[CH:6]=[CH:7][C:2]=2[N:1]=1. (3) Given the reactants [NH2:1][C:2](=[O:42])[CH:3]([C:5]1[CH:41]=[CH:40][CH:39]=[CH:38][C:6]=1[CH2:7][CH2:8][C:9]1[C:14]([C:15]([F:18])([F:17])[F:16])=[CH:13][N:12]=[C:11]([NH:19][C:20]2[CH:21]=[N:22][N:23]([CH:25]3[CH2:30][CH2:29][N:28](C(OC(C)(C)C)=O)[CH2:27][CH2:26]3)[CH:24]=2)[N:10]=1)[CH3:4].C(O)(C(F)(F)F)=O.C([O-])(O)=O.[Na+].[OH-].[Na+], predict the reaction product. The product is: [NH:28]1[CH2:27][CH2:26][CH:25]([N:23]2[CH:24]=[C:20]([NH:19][C:11]3[N:10]=[C:9]([CH2:8][CH2:7][C:6]4[CH:38]=[CH:39][CH:40]=[CH:41][C:5]=4[CH:3]([CH3:4])[C:2]([NH2:1])=[O:42])[C:14]([C:15]([F:16])([F:18])[F:17])=[CH:13][N:12]=3)[CH:21]=[N:22]2)[CH2:30][CH2:29]1. (4) The product is: [CH2:1]([N:3]([CH2:29][C:30]1[CH:31]=[CH:32][C:33]([O:36][CH2:39][CH2:40][NH:42][CH2:43][CH2:44][F:45])=[CH:34][CH:35]=1)[C:4]1[CH:9]=[C:8]([O:10][CH3:11])[CH:7]=[CH:6][C:5]=1[CH:12]1[CH2:21][CH2:20][C:19]2[CH:18]=[C:17]([OH:22])[CH:16]=[CH:15][C:14]=2[CH2:13]1)[CH3:2]. Given the reactants [CH2:1]([N:3]([C:29](=O)[C:30]1[CH:35]=[CH:34][C:33]([OH:36])=[CH:32][CH:31]=1)[C:4]1[CH:9]=[C:8]([O:10][CH3:11])[CH:7]=[CH:6][C:5]=1[CH:12]1[CH2:21][CH2:20][C:19]2[CH:18]=[C:17]([O:22]C(=O)C(C)(C)C)[CH:16]=[CH:15][C:14]=2[CH2:13]1)[CH3:2].Cl[CH2:39][C:40]([NH:42][CH2:43][CH2:44][F:45])=O, predict the reaction product. (5) Given the reactants [OH-].[Na+].[Cl:3][C:4]1[CH:12]=[C:11]([NH:13][NH2:14])[C:7]([C:8]([O-])=[O:9])=[CH:6][N:5]=1.Cl, predict the reaction product. The product is: [Cl:3][C:4]1[N:5]=[CH:6][C:7]2[C:8](=[O:9])[NH:14][NH:13][C:11]=2[CH:12]=1.